From a dataset of NCI-60 drug combinations with 297,098 pairs across 59 cell lines. Regression. Given two drug SMILES strings and cell line genomic features, predict the synergy score measuring deviation from expected non-interaction effect. (1) Drug 1: CCC1(CC2CC(C3=C(CCN(C2)C1)C4=CC=CC=C4N3)(C5=C(C=C6C(=C5)C78CCN9C7C(C=CC9)(C(C(C8N6C)(C(=O)OC)O)OC(=O)C)CC)OC)C(=O)OC)O.OS(=O)(=O)O. Drug 2: C1=NC2=C(N1)C(=S)N=CN2. Cell line: NCI-H460. Synergy scores: CSS=14.2, Synergy_ZIP=-3.34, Synergy_Bliss=3.35, Synergy_Loewe=0.114, Synergy_HSA=0.396. (2) Drug 1: CCC1=C2CN3C(=CC4=C(C3=O)COC(=O)C4(CC)O)C2=NC5=C1C=C(C=C5)O. Drug 2: C1=NC2=C(N1)C(=S)N=CN2. Cell line: DU-145. Synergy scores: CSS=52.4, Synergy_ZIP=7.81, Synergy_Bliss=8.97, Synergy_Loewe=-11.5, Synergy_HSA=7.75. (3) Drug 1: C1CCN(CC1)CCOC2=CC=C(C=C2)C(=O)C3=C(SC4=C3C=CC(=C4)O)C5=CC=C(C=C5)O. Drug 2: CCC1(CC2CC(C3=C(CCN(C2)C1)C4=CC=CC=C4N3)(C5=C(C=C6C(=C5)C78CCN9C7C(C=CC9)(C(C(C8N6C)(C(=O)OC)O)OC(=O)C)CC)OC)C(=O)OC)O.OS(=O)(=O)O. Cell line: MALME-3M. Synergy scores: CSS=42.9, Synergy_ZIP=5.72, Synergy_Bliss=10.9, Synergy_Loewe=-20.3, Synergy_HSA=8.45. (4) Drug 1: C1CCC(C1)C(CC#N)N2C=C(C=N2)C3=C4C=CNC4=NC=N3. Drug 2: CC1=C(C(=O)C2=C(C1=O)N3CC4C(C3(C2COC(=O)N)OC)N4)N. Cell line: HCT-15. Synergy scores: CSS=35.5, Synergy_ZIP=-5.90, Synergy_Bliss=0.845, Synergy_Loewe=-30.2, Synergy_HSA=-0.163. (5) Drug 1: CNC(=O)C1=CC=CC=C1SC2=CC3=C(C=C2)C(=NN3)C=CC4=CC=CC=N4. Drug 2: CCN(CC)CCCC(C)NC1=C2C=C(C=CC2=NC3=C1C=CC(=C3)Cl)OC. Cell line: UACC62. Synergy scores: CSS=29.0, Synergy_ZIP=2.94, Synergy_Bliss=10.7, Synergy_Loewe=11.4, Synergy_HSA=11.1. (6) Cell line: UACC62. Synergy scores: CSS=40.5, Synergy_ZIP=-3.29, Synergy_Bliss=-8.02, Synergy_Loewe=-9.95, Synergy_HSA=-8.07. Drug 2: CC1=C(C=C(C=C1)NC(=O)C2=CC=C(C=C2)CN3CCN(CC3)C)NC4=NC=CC(=N4)C5=CN=CC=C5. Drug 1: C1=C(C(=O)NC(=O)N1)F. (7) Drug 1: CS(=O)(=O)C1=CC(=C(C=C1)C(=O)NC2=CC(=C(C=C2)Cl)C3=CC=CC=N3)Cl. Drug 2: C1=CC(=CC=C1CC(C(=O)O)N)N(CCCl)CCCl.Cl. Cell line: EKVX. Synergy scores: CSS=10.8, Synergy_ZIP=-2.09, Synergy_Bliss=-1.31, Synergy_Loewe=-4.96, Synergy_HSA=-2.76. (8) Drug 1: C1CCN(CC1)CCOC2=CC=C(C=C2)C(=O)C3=C(SC4=C3C=CC(=C4)O)C5=CC=C(C=C5)O. Drug 2: C1C(C(OC1N2C=NC(=NC2=O)N)CO)O. Cell line: SK-MEL-28. Synergy scores: CSS=1.58, Synergy_ZIP=8.56, Synergy_Bliss=8.85, Synergy_Loewe=-1.82, Synergy_HSA=0.443. (9) Drug 1: CC1OCC2C(O1)C(C(C(O2)OC3C4COC(=O)C4C(C5=CC6=C(C=C35)OCO6)C7=CC(=C(C(=C7)OC)O)OC)O)O. Drug 2: C1=NC2=C(N1)C(=S)N=C(N2)N. Cell line: SK-OV-3. Synergy scores: CSS=54.8, Synergy_ZIP=-5.34, Synergy_Bliss=-2.80, Synergy_Loewe=-3.04, Synergy_HSA=1.14.